From a dataset of Forward reaction prediction with 1.9M reactions from USPTO patents (1976-2016). Predict the product of the given reaction. (1) The product is: [Cl:1][C:2]1[CH:3]=[C:4]([C:8]2[N:16]=[C:15]([C:17]#[N:18])[N:14]=[C:13]3[C:9]=2[N:10]([CH2:27][C@H:28]2[CH2:29][CH2:30][C@H:31]([CH3:34])[CH2:32][CH2:33]2)[C:11]([CH:19]([CH:21]2[CH2:22][CH2:23][O:24][CH2:25][CH2:26]2)[CH3:20])=[N:12]3)[CH:5]=[CH:6][CH:7]=1. Given the reactants [Cl:1][C:2]1[CH:3]=[C:4]([C:8]2[N:16]=[C:15]([C:17]#[N:18])[N:14]=[C:13]3[C:9]=2[N:10]([CH2:27][C@H:28]2[CH2:33][CH2:32][C@H:31]([CH3:34])[CH2:30][CH2:29]2)[C:11]([C:19]([CH:21]2[CH2:26][CH2:25][O:24][CH2:23][CH2:22]2)=[CH2:20])=[N:12]3)[CH:5]=[CH:6][CH:7]=1, predict the reaction product. (2) Given the reactants [C:1]([C:5]1[CH:10]=[CH:9][C:8]([F:11])=[C:7]([N+:12]([O-])=O)[CH:6]=1)([CH3:4])([CH3:3])[CH3:2], predict the reaction product. The product is: [C:1]([C:5]1[CH:10]=[CH:9][C:8]([F:11])=[C:7]([NH2:12])[CH:6]=1)([CH3:4])([CH3:2])[CH3:3]. (3) The product is: [C:9]([O:13][C:14](=[O:15])[NH:1][CH:2]1[CH2:7][CH2:6][CH:5]([OH:8])[CH2:4][CH2:3]1)([CH3:12])([CH3:11])[CH3:10]. Given the reactants [NH2:1][C@H:2]1[CH2:7][CH2:6][C@H:5]([OH:8])[CH2:4][CH2:3]1.[C:9]([O:13][C:14](O[C:14]([O:13][C:9]([CH3:12])([CH3:11])[CH3:10])=[O:15])=[O:15])([CH3:12])([CH3:11])[CH3:10], predict the reaction product. (4) Given the reactants Br[C:2]1[N:7]=[CH:6][C:5]2[CH:8]=[C:9]([C:18]3[CH:19]=[N:20][N:21]([C:23]([O:25][C:26]([CH3:29])([CH3:28])[CH3:27])=[O:24])[CH:22]=3)[N:10]([C:11]([O:13][C:14]([CH3:17])([CH3:16])[CH3:15])=[O:12])[C:4]=2[CH:3]=1.[CH3:30][O:31][C:32]1[CH:37]=[CH:36][CH:35]=[CH:34][C:33]=1[NH2:38], predict the reaction product. The product is: [C:26]([O:25][C:23]([N:21]1[CH:22]=[C:18]([C:9]2[N:10]([C:11]([O:13][C:14]([CH3:16])([CH3:15])[CH3:17])=[O:12])[C:4]3[CH:3]=[C:2]([NH:38][C:33]4[CH:34]=[CH:35][CH:36]=[CH:37][C:32]=4[O:31][CH3:30])[N:7]=[CH:6][C:5]=3[CH:8]=2)[CH:19]=[N:20]1)=[O:24])([CH3:28])([CH3:27])[CH3:29]. (5) Given the reactants [N+:1]([CH2:3][C:4]([O:6]C)=O)#[C-:2].[NH:8]1[CH2:13][CH2:12][CH2:11][CH2:10][CH2:9]1, predict the reaction product. The product is: [N+:1]([CH2:3][C:4]([N:8]1[CH2:13][CH2:12][CH2:11][CH2:10][CH2:9]1)=[O:6])#[C-:2]. (6) Given the reactants [CH3:1][O:2][C:3]([C:5]1[N:10]=[CH:9][C:8]([NH2:11])=[CH:7][N:6]=1)=[O:4].[C:12](O[C:12]([O:14][C:15]([CH3:18])([CH3:17])[CH3:16])=[O:13])([O:14][C:15]([CH3:18])([CH3:17])[CH3:16])=[O:13], predict the reaction product. The product is: [CH3:1][O:2][C:3]([C:5]1[N:6]=[CH:7][C:8]([NH:11][C:12]([O:14][C:15]([CH3:18])([CH3:17])[CH3:16])=[O:13])=[CH:9][N:10]=1)=[O:4].